This data is from Reaction yield outcomes from USPTO patents with 853,638 reactions. The task is: Predict the reaction yield, written as a fraction of the theoretical maximum amount of product (1.0 means a 100% yield; for example, 0.34 means a 34% yield). (1) The yield is 0.840. No catalyst specified. The reactants are [NH2:1][C:2]1[N:7]=[C:6](/[C:8](=[C:11]2\[NH:12][C:13]3[CH:21]=[CH:20][CH:19]=[CH:18][C:14]=3[N:15]\2[CH2:16][CH3:17])/[C:9]#[N:10])[C:5]([CH3:22])=[CH:4][N:3]=1.[C:23]([O:27][C:28]([N:30]1[CH2:38][CH2:37][CH:33]([C:34](O)=[O:35])[CH2:32][CH2:31]1)=[O:29])([CH3:26])([CH3:25])[CH3:24]. The product is [C:9](/[C:8](=[C:11]1/[NH:12][C:13]2[CH:21]=[CH:20][CH:19]=[CH:18][C:14]=2[N:15]/1[CH2:16][CH3:17])/[C:6]1[C:5]([CH3:22])=[CH:4][N:3]=[C:2]([NH:1][C:34]([CH:33]2[CH2:37][CH2:38][N:30]([C:28]([O:27][C:23]([CH3:26])([CH3:25])[CH3:24])=[O:29])[CH2:31][CH2:32]2)=[O:35])[N:7]=1)#[N:10]. (2) The reactants are [H-].[Na+].[CH2:3]([OH:10])[C:4]1[CH:9]=[CH:8][CH:7]=[CH:6][CH:5]=1.Cl[C:12]1[C:21]2[C:16](=[C:17]([CH3:24])[C:18]([O:22][CH3:23])=[CH:19][CH:20]=2)[N+:15]([O-:25])=[CH:14][CH:13]=1.O. The catalyst is CN(C=O)C. The product is [CH2:3]([O:10][C:12]1[C:21]2[C:16](=[C:17]([CH3:24])[C:18]([O:22][CH3:23])=[CH:19][CH:20]=2)[N+:15]([O-:25])=[CH:14][CH:13]=1)[C:4]1[CH:9]=[CH:8][CH:7]=[CH:6][CH:5]=1. The yield is 0.590. (3) The reactants are [C:1]([O:5][C:6]1[CH:7]=[C:8]([CH:12]=[CH:13][CH:14]=1)[C:9]([OH:11])=O)([CH3:4])([CH3:3])[CH3:2].C(Cl)(=O)C(Cl)=O.O1CCCC1.[NH2:26][C:27]1[CH:28]=[C:29]([CH:46]=[CH:47][CH:48]=1)[O:30][C:31]1[CH:32]=[CH:33][C:34]2[N:35]([CH:37]=[C:38]([NH:40][C:41]([CH:43]3[CH2:45][CH2:44]3)=[O:42])[N:39]=2)[N:36]=1. The catalyst is CN(C)C=O.CN1CCCC1=O. The product is [C:1]([O:5][C:6]1[CH:7]=[C:8]([CH:12]=[CH:13][CH:14]=1)[C:9]([NH:26][C:27]1[CH:48]=[CH:47][CH:46]=[C:29]([O:30][C:31]2[CH:32]=[CH:33][C:34]3[N:35]([CH:37]=[C:38]([NH:40][C:41]([CH:43]4[CH2:44][CH2:45]4)=[O:42])[N:39]=3)[N:36]=2)[CH:28]=1)=[O:11])([CH3:2])([CH3:3])[CH3:4]. The yield is 0.570. (4) The reactants are [F:1][C:2]1[CH:18]=[C:17]([N+:19]([O-])=O)[CH:16]=[CH:15][C:3]=1[O:4][C:5]1[CH:10]=[CH:9][N:8]=[C:7]2[CH:11]=[C:12]([I:14])[S:13][C:6]=12.[NH4+].[Cl-].CCO.O.[CH3:28][C:29]([O:32][C:33](O[C:33]([O:32][C:29]([CH3:31])([CH3:30])[CH3:28])=[O:34])=[O:34])([CH3:31])[CH3:30]. The catalyst is C1COCC1.[Fe]. The product is [F:1][C:2]1[CH:18]=[C:17]([NH:19][C:33](=[O:34])[O:32][C:29]([CH3:31])([CH3:30])[CH3:28])[CH:16]=[CH:15][C:3]=1[O:4][C:5]1[CH:10]=[CH:9][N:8]=[C:7]2[CH:11]=[C:12]([I:14])[S:13][C:6]=12. The yield is 0.600. (5) The product is [CH:22]([C:2]1[N:7]=[C:6]2[N:8]([CH2:11][C:12]3[CH:13]=[C:14]4[C:19](=[CH:20][CH:21]=3)[N:18]=[CH:17][CH:16]=[CH:15]4)[N:9]=[N:10][C:5]2=[N:4][CH:3]=1)=[CH2:23]. The reactants are Br[C:2]1[N:7]=[C:6]2[N:8]([CH2:11][C:12]3[CH:13]=[C:14]4[C:19](=[CH:20][CH:21]=3)[N:18]=[CH:17][CH:16]=[CH:15]4)[N:9]=[N:10][C:5]2=[N:4][CH:3]=1.[CH2:22]([Sn](CCCC)(CCCC)C=C)[CH2:23]CC.[NH4+].[Cl-].CCOC(C)=O. The catalyst is CN(C=O)C.C1C=CC([P]([Pd]([P](C2C=CC=CC=2)(C2C=CC=CC=2)C2C=CC=CC=2)([P](C2C=CC=CC=2)(C2C=CC=CC=2)C2C=CC=CC=2)[P](C2C=CC=CC=2)(C2C=CC=CC=2)C2C=CC=CC=2)(C2C=CC=CC=2)C2C=CC=CC=2)=CC=1. The yield is 0.200. (6) The reactants are [F:1][C:2]1[CH:10]=[C:9]2[C:5]([C:6]([CH:11]=[O:12])=[CH:7][NH:8]2)=[CH:4][CH:3]=1.[H-].[Na+].[Cl:15][C:16]([Cl:42])([Cl:41])[C:17]([N:19]1[CH2:24][CH2:23][N:22]([C:25]2[CH:26]=[C:27]([S:37](Cl)(=[O:39])=[O:38])[CH:28]=[CH:29][C:30]=2[O:31][CH2:32][C:33]([F:36])([F:35])[F:34])[CH2:21][CH2:20]1)=[O:18]. The catalyst is C1COCC1. The product is [F:1][C:2]1[CH:10]=[C:9]2[C:5]([C:6]([CH:11]=[O:12])=[CH:7][N:8]2[S:37]([C:27]2[CH:28]=[CH:29][C:30]([O:31][CH2:32][C:33]([F:34])([F:35])[F:36])=[C:25]([N:22]3[CH2:23][CH2:24][N:19]([C:17](=[O:18])[C:16]([Cl:42])([Cl:15])[Cl:41])[CH2:20][CH2:21]3)[CH:26]=2)(=[O:38])=[O:39])=[CH:4][CH:3]=1. The yield is 0.990. (7) The reactants are C[Si](N[Si](C)(C)C)(C)C.[Li][CH2:11][CH2:12][CH2:13]C.[O:15]=[C:16]1[N:20]([C:21]([O:23][C:24]([CH3:27])([CH3:26])[CH3:25])=[O:22])[C@H:19]([C:28]([O:30][CH2:31][CH3:32])=[O:29])[CH2:18][CH2:17]1.C[Si](C)(C)[N-][Si](C)(C)C.[Li+].BrCC=C. The catalyst is C1COCC1.CCCCCC. The product is [CH2:13]([C@H:17]1[C:16](=[O:15])[N:20]([C:21]([O:23][C:24]([CH3:27])([CH3:26])[CH3:25])=[O:22])[C@H:19]([C:28]([O:30][CH2:31][CH3:32])=[O:29])[CH2:18]1)[CH:12]=[CH2:11]. The yield is 0.160. (8) The reactants are [Na:1].[CH3:2][C:3]1[C:4]([CH2:22][S:23]([C:25]2[NH:29][C:28]3[CH:30]=[CH:31][CH:32]=[CH:33][C:27]=3[N:26]=2)=[O:24])=[N:5][CH:6]=[CH:7][C:8]=1[O:9][CH2:10]C1(C)OCC2(OCCO2)CO1.ClC1C=C[N+]([O-])=C(C)C=1C.[CH3:44][O:45][CH2:46][C:47]1([CH2:52]CO)[O:51][CH2:50][CH2:49][O:48]1. No catalyst specified. The product is [Na:1].[CH3:44][O:45][CH2:46][C:47]1([CH2:52][CH2:10][O:9][C:8]2[CH:7]=[CH:6][N:5]=[C:4]([CH2:22][S:23]([C:25]3[NH:29][C:28]4[CH:30]=[CH:31][CH:32]=[CH:33][C:27]=4[N:26]=3)=[O:24])[C:3]=2[CH3:2])[O:51][CH2:50][CH2:49][O:48]1. The yield is 0.0390. (9) The catalyst is C(Cl)Cl.CN(C=O)C. The reactants are [C:1]([O:5][C:6]([N:8]1[CH2:13][CH2:12][CH:11]([O:14][C:15]2[CH:32]=[C:31]([N:33]3[CH2:37][CH2:36][CH2:35][CH2:34]3)[CH:30]=[CH:29][C:16]=2[C:17]([NH:19][C:20]2[CH:28]=[CH:27][CH:26]=[CH:25][C:21]=2[C:22]([OH:24])=O)=[O:18])[CH2:10][CH2:9]1)=[O:7])([CH3:4])([CH3:3])[CH3:2].N1C=CC=CC=1.C(Cl)(=O)C(Cl)=O. The product is [C:1]([O:5][C:6]([N:8]1[CH2:13][CH2:12][CH:11]([O:14][C:15]2[CH:32]=[C:31]([N:33]3[CH2:34][CH2:35][CH2:36][CH2:37]3)[CH:30]=[CH:29][C:16]=2[C:17]2[O:18][C:22](=[O:24])[C:21]3[CH:25]=[CH:26][CH:27]=[CH:28][C:20]=3[N:19]=2)[CH2:10][CH2:9]1)=[O:7])([CH3:2])([CH3:3])[CH3:4]. The yield is 0.870. (10) The reactants are [S:1](=[O:26])(=[O:25])([O:3][CH2:4][C@@H:5]1[C@@H:12]2[C@@H:8]([O:9][C:10]([CH3:14])([CH3:13])[O:11]2)[C@H:7]([N:15]2[CH:23]=[N:22][C:21]3[C:16]2=[N:17][CH:18]=[N:19][C:20]=3I)[O:6]1)[NH2:2].CCN(C(C)C)C(C)C.[C:36]([C:38]1[CH:43]=[CH:42][CH:41]=[CH:40][C:39]=1[C:44]([F:47])([F:46])[F:45])#[CH:37]. The catalyst is CN(C=O)C.C(Cl)Cl.[Cu]I.Cl[Pd](Cl)([P](C1C=CC=CC=1)(C1C=CC=CC=1)C1C=CC=CC=1)[P](C1C=CC=CC=1)(C1C=CC=CC=1)C1C=CC=CC=1. The product is [S:1](=[O:26])(=[O:25])([O:3][CH2:4][C@@H:5]1[C@@H:12]2[C@@H:8]([O:9][C:10]([CH3:14])([CH3:13])[O:11]2)[C@H:7]([N:15]2[CH:23]=[N:22][C:21]3[C:16]2=[N:17][CH:18]=[N:19][C:20]=3[C:37]#[C:36][C:38]2[CH:43]=[CH:42][CH:41]=[CH:40][C:39]=2[C:44]([F:45])([F:46])[F:47])[O:6]1)[NH2:2]. The yield is 0.850.